From a dataset of Experimentally validated miRNA-target interactions with 360,000+ pairs, plus equal number of negative samples. Binary Classification. Given a miRNA mature sequence and a target amino acid sequence, predict their likelihood of interaction. (1) The miRNA is dre-miR-125b-5p with sequence UCCCUGAGACCCUAACUUGUGA. The protein sequence of the target gene is MPKRRDILAIVLIVLPWTLLITVWHQSTLAPLLAVHKDEGSDPRRETPPGADPREYCTSDRDIVEVVRTEYVYTRPPPWSDTLPTIHVVTPTYSRPVQKAELTRMANTLLHVPNLHWLVVEDAPRRTPLTARLLRDTGLNYTHLHVETPRNYKLRGDARDPRIPRGTMQRNLALRWLRETFPRNSSQPGVVYFADDDNTYSLELFEEMRSTRRVSVWPVAFVGGLRYEAPRVNGAGKVVGWKTVFDPHRPFAIDMAGFAVNLRLILQRSQAYFKLRGVKGGYQESSLLRELVTLNDLEPK.... Result: 0 (no interaction). (2) The miRNA is hsa-miR-939-3p with sequence CCCUGGGCCUCUGCUCCCCAG. The protein sequence of the target gene is MGPTACVLVLALAILRATGQGQIPLGGDLAPQMLRELQETNAALQDVRELLRQQVKEITFLKNTVMECDACGMQPARTPGLSVRPVPLCAPGSCFPGVVCSETATGARCGPCPPGYTGNGSHCTDVNECNAHPCFPRVRCINTSPGFHCEACPPGFSGPTHEGVGLTFAKSNKQVCTDINECETGQHNCVPNSVCVNTRGSFQCGPCQPGFVGDQTSGCQRRGQHFCPDGSPSPCHEKANCVLERDGSRSCVCAVGWAGNGLLCGRDTDLDGFPDEKLRCSERQCRKDNCVTVPNSGQED.... Result: 0 (no interaction).